The task is: Predict the reactants needed to synthesize the given product.. This data is from Full USPTO retrosynthesis dataset with 1.9M reactions from patents (1976-2016). (1) Given the product [Cl:1][C:2]1[CH:9]=[CH:8][CH:7]=[C:4]2[C:3]=1[O:10][C:12](=[O:13])[CH:11]=[CH:5]2, predict the reactants needed to synthesize it. The reactants are: [Cl:1][C:2]1[C:3]([OH:10])=[C:4]([CH:7]=[CH:8][CH:9]=1)[CH:5]=O.[CH3:11][C:12](O)=[O:13]. (2) Given the product [CH3:1][O:2][C:3]1[CH:4]=[CH:5][C:6]2[N:10]=[CH:9][N:8]([CH2:11][C:12]3[CH:22]=[CH:21][C:15]4[N:16]=[C:17]([S:19]([CH3:20])=[O:32])[O:18][C:14]=4[CH:13]=3)[C:7]=2[CH:23]=1, predict the reactants needed to synthesize it. The reactants are: [CH3:1][O:2][C:3]1[CH:4]=[CH:5][C:6]2[N:10]=[CH:9][N:8]([CH2:11][C:12]3[CH:22]=[CH:21][C:15]4[N:16]=[C:17]([S:19][CH3:20])[O:18][C:14]=4[CH:13]=3)[C:7]=2[CH:23]=1.C1C=C(Cl)C=C(C(OO)=[O:32])C=1. (3) Given the product [CH3:35][C:34]1[C:29]([C:25]2[CH:26]=[C:27]3[C:22](=[CH:23][CH:24]=2)[N:21]=[C:20]([NH2:36])[C:19]([CH2:13][CH2:12][C:10]2[CH:11]=[C:6]([CH2:1][C:2]([CH3:5])([CH3:4])[CH3:3])[N:7]=[CH:8][N:9]=2)=[CH:28]3)=[N:30][CH:31]=[CH:32][CH:33]=1, predict the reactants needed to synthesize it. The reactants are: [CH2:1]([C:6]1[CH:11]=[C:10]([C:12]#[C:13][Si](C)(C)C)[N:9]=[CH:8][N:7]=1)[C:2]([CH3:5])([CH3:4])[CH3:3].I[C:19]1[C:20]([NH2:36])=[N:21][C:22]2[C:27]([CH:28]=1)=[CH:26][C:25]([C:29]1[C:34]([CH3:35])=[CH:33][CH:32]=[CH:31][N:30]=1)=[CH:24][CH:23]=2.CCCC[N+](CCCC)(CCCC)CCCC.[F-]. (4) Given the product [Cl:1][C:2]1[CH:32]=[CH:31][C:5]([CH2:6][CH:7]([CH2:11][C:12](=[O:30])[N:13]2[CH2:18][CH2:17][CH:16]([N:19]3[CH2:28][C:27]4[C:22](=[CH:23][CH:24]=[CH:25][CH:26]=4)[NH:21][C:20]3=[O:29])[CH2:15][CH2:14]2)[C:8]([N:37]2[CH2:42][CH2:41][CH:40]([N:43]3[CH2:48][CH2:47][N:46]([CH2:49][C:50]([OH:52])=[O:51])[CH2:45][CH2:44]3)[CH2:39][CH2:38]2)=[O:10])=[CH:4][C:3]=1[C:33]([F:36])([F:34])[F:35], predict the reactants needed to synthesize it. The reactants are: [Cl:1][C:2]1[CH:32]=[CH:31][C:5]([CH2:6][CH:7]([CH2:11][C:12](=[O:30])[N:13]2[CH2:18][CH2:17][CH:16]([N:19]3[CH2:28][C:27]4[C:22](=[CH:23][CH:24]=[CH:25][CH:26]=4)[NH:21][C:20]3=[O:29])[CH2:15][CH2:14]2)[C:8]([OH:10])=O)=[CH:4][C:3]=1[C:33]([F:36])([F:35])[F:34].[NH:37]1[CH2:42][CH2:41][CH:40]([N:43]2[CH2:48][CH2:47][N:46]([CH2:49][C:50]([O:52]CC)=[O:51])[CH2:45][CH2:44]2)[CH2:39][CH2:38]1. (5) Given the product [F:41][C:42]1[CH:43]=[C:44]([C@H:45]([OH:46])[CH2:39][CH3:40])[CH:47]=[CH:48][C:49]=1[O:50][C:51]([F:53])([F:54])[F:52], predict the reactants needed to synthesize it. The reactants are: CC1(C)O[C@H](C(C2C=CC=CC=2)(C2C=CC=CC=2)O)[C@@H](C(C2C=CC=CC=2)(C2C=CC=CC=2)O)O1.C([Zn][CH2:39][CH3:40])C.[F:41][C:42]1[CH:43]=[C:44]([CH:47]=[CH:48][C:49]=1[O:50][C:51]([F:54])([F:53])[F:52])[CH:45]=[O:46].[Cl-].[NH4+]. (6) Given the product [OH:1][C:2]1[CH:3]=[C:4]([NH:44][S:45]([CH3:48])(=[O:46])=[O:47])[CH:5]=[C:6]([C:8]2[C:16]3[C:15]([NH:17][C@H:18]([C:20]4[N:25]([C:26]5[CH:27]=[CH:28][CH:29]=[CH:30][CH:31]=5)[C:24](=[O:32])[C:23]5=[CH:33][CH:34]=[CH:35][N:22]5[N:21]=4)[CH3:19])=[N:14][CH:13]=[N:12][C:11]=3[NH:10][CH:9]=2)[CH:7]=1, predict the reactants needed to synthesize it. The reactants are: [OH:1][C:2]1[CH:3]=[C:4]([NH:44][S:45]([CH3:48])(=[O:47])=[O:46])[CH:5]=[C:6]([C:8]2[C:16]3[C:15]([NH:17][C@H:18]([C:20]4[N:25]([C:26]5[CH:31]=[CH:30][CH:29]=[CH:28][CH:27]=5)[C:24](=[O:32])[C:23]5=[CH:33][CH:34]=[CH:35][N:22]5[N:21]=4)[CH3:19])=[N:14][CH:13]=[N:12][C:11]=3[N:10](COCC[Si](C)(C)C)[CH:9]=2)[CH:7]=1.FC(F)(F)C(O)=O.N.